Dataset: Forward reaction prediction with 1.9M reactions from USPTO patents (1976-2016). Task: Predict the product of the given reaction. (1) Given the reactants [C:1]([O:5][C:6]([N:8]1[CH2:13][CH2:12][NH:11][CH2:10][CH2:9]1)=[O:7])([CH3:4])([CH3:3])[CH3:2].CCN(CC)CC.[Br:21][C:22]1[CH:30]=[CH:29][C:25]([C:26](Cl)=[O:27])=[CH:24][CH:23]=1, predict the reaction product. The product is: [C:1]([O:5][C:6]([N:8]1[CH2:13][CH2:12][N:11]([C:26](=[O:27])[C:25]2[CH:29]=[CH:30][C:22]([Br:21])=[CH:23][CH:24]=2)[CH2:10][CH2:9]1)=[O:7])([CH3:4])([CH3:2])[CH3:3]. (2) Given the reactants [N+:1]([C:4]1[CH:5]=[C:6]([S:10](Cl)(=[O:12])=[O:11])[CH:7]=[CH:8][CH:9]=1)([O-:3])=[O:2].[CH3:14][N:15]1[CH2:20][CH2:19][NH:18][CH2:17][CH2:16]1, predict the reaction product. The product is: [CH3:14][N:15]1[CH2:20][CH2:19][N:18]([S:10]([C:6]2[CH:5]=[C:4]([N+:1]([O-:3])=[O:2])[CH:9]=[CH:8][CH:7]=2)(=[O:12])=[O:11])[CH2:17][CH2:16]1.